This data is from Full USPTO retrosynthesis dataset with 1.9M reactions from patents (1976-2016). The task is: Predict the reactants needed to synthesize the given product. Given the product [Cl:20][C:17]1[CH:18]=[CH:19][C:14]2[C:13](=[O:21])[CH2:12][CH2:11][CH2:10][CH:9]([OH:8])[C:15]=2[CH:16]=1, predict the reactants needed to synthesize it. The reactants are: C([O:8][CH:9]1[C:15]2[CH:16]=[C:17]([Cl:20])[CH:18]=[CH:19][C:14]=2[C:13](=[O:21])[CH:12]=[CH:11][CH2:10]1)C1C=CC=CC=1.